This data is from Reaction yield outcomes from USPTO patents with 853,638 reactions. The task is: Predict the reaction yield, written as a fraction of the theoretical maximum amount of product (1.0 means a 100% yield; for example, 0.34 means a 34% yield). (1) The reactants are C([NH:9][C:10]([NH:12][C:13]1[CH:14]=[C:15]([C:21]2[CH:26]=[CH:25][CH:24]=[CH:23][CH:22]=2)[CH:16]=[C:17]([O:19][CH3:20])[CH:18]=1)=[S:11])(=O)C1C=CC=CC=1.C[O-].[Na+]. The catalyst is CO. The product is [CH3:20][O:19][C:17]1[CH:18]=[C:13]([NH:12][C:10]([NH2:9])=[S:11])[CH:14]=[C:15]([C:21]2[CH:26]=[CH:25][CH:24]=[CH:23][CH:22]=2)[CH:16]=1. The yield is 0.880. (2) The reactants are Br[C:2]1[C:7]([Cl:8])=[CH:6][CH:5]=[CH:4][N:3]=1.CC1(C)CC(C)OB([C:17]([C:19]([F:22])([F:21])[F:20])=[CH2:18])O1.C(=O)([O-])[O-].[K+].[K+]. The catalyst is COCCOC.O.C1C=CC([P]([Pd]([P](C2C=CC=CC=2)(C2C=CC=CC=2)C2C=CC=CC=2)([P](C2C=CC=CC=2)(C2C=CC=CC=2)C2C=CC=CC=2)[P](C2C=CC=CC=2)(C2C=CC=CC=2)C2C=CC=CC=2)(C2C=CC=CC=2)C2C=CC=CC=2)=CC=1. The product is [Cl:8][C:7]1[C:2]([C:17]([C:19]([F:22])([F:21])[F:20])=[CH2:18])=[N:3][CH:4]=[CH:5][CH:6]=1. The yield is 0.860.